This data is from Full USPTO retrosynthesis dataset with 1.9M reactions from patents (1976-2016). The task is: Predict the reactants needed to synthesize the given product. (1) Given the product [C:21]([Si:25]([O:20][C:17]1[CH:16]=[CH:15][C:14]([O:13][CH2:6][CH:7]2[CH2:12][O:39]2)=[CH:19][CH:18]=1)([C:33]1[CH:38]=[CH:37][CH:36]=[CH:35][CH:34]=1)[C:27]1[CH:32]=[CH:31][CH:30]=[CH:29][CH:28]=1)([CH3:24])([CH3:23])[CH3:22], predict the reactants needed to synthesize it. The reactants are: N1C=CN=C1.[CH2:6]([O:13][C:14]1[CH:19]=[CH:18][C:17]([OH:20])=[CH:16][CH:15]=1)[C:7]1[CH:12]=CC=CC=1.[C:21]([Si:25]([C:33]1[CH:38]=[CH:37][CH:36]=[CH:35][CH:34]=1)([C:27]1[CH:32]=[CH:31][CH:30]=[CH:29][CH:28]=1)Cl)([CH3:24])([CH3:23])[CH3:22].[OH2:39]. (2) Given the product [CH2:32]([C@@H:34]([OH:35])[C@H:36]([OH:37])[C@H:38]([OH:39])[CH2:40][OH:41])[CH:31]=[O:30], predict the reactants needed to synthesize it. The reactants are: BrBr.C(O[C@H]1[C@H](OC(=O)C)[C@@H](COC(=O)C)OC=C1)(=O)C.BrN1C(=O)CCC1=O.[O:30]=[CH:31][C@@H:32]([C@H:34]([C@@H:36]([C@@H:38]([CH2:40][OH:41])[OH:39])[OH:37])[OH:35])O.C(S)C.C(Cl)(=O)C1C=CC=CC=1.